Dataset: Catalyst prediction with 721,799 reactions and 888 catalyst types from USPTO. Task: Predict which catalyst facilitates the given reaction. Reactant: [OH-:1].[K+].C(N[C:7]1[C:8]([N+:18]([O-:20])=[O:19])=[C:9]([C:13]([Cl:17])=[CH:14][C:15]=1[Cl:16])[C:10]([OH:12])=[O:11])(=O)C. Product: [Cl:16][C:15]1[CH:14]=[C:13]([Cl:17])[C:9]([C:10]([OH:12])=[O:11])=[C:8]([N+:18]([O-:20])=[O:19])[C:7]=1[OH:1]. The catalyst class is: 6.